Dataset: Full USPTO retrosynthesis dataset with 1.9M reactions from patents (1976-2016). Task: Predict the reactants needed to synthesize the given product. (1) Given the product [F:10][C:7]([F:8])([F:9])[C:6]([N:21]1[CH2:26][CH2:25][C@@H:24]([NH:27][C:28](=[O:34])[O:29][C:30]([CH3:33])([CH3:31])[CH3:32])[C@@H:23]([NH:35][C:36](=[O:45])[O:37][CH2:38][C:39]2[CH:44]=[CH:43][CH:42]=[CH:41][CH:40]=2)[CH2:22]1)=[O:11], predict the reactants needed to synthesize it. The reactants are: [F:8][C:7]([F:10])([F:9])[C:6](O[C:6](=[O:11])[C:7]([F:10])([F:9])[F:8])=[O:11].C(N(CC)CC)C.[NH:21]1[CH2:26][CH2:25][C@@H:24]([NH:27][C:28](=[O:34])[O:29][C:30]([CH3:33])([CH3:32])[CH3:31])[C@@H:23]([NH:35][C:36](=[O:45])[O:37][CH2:38][C:39]2[CH:44]=[CH:43][CH:42]=[CH:41][CH:40]=2)[CH2:22]1.C(OCC)(=O)C. (2) Given the product [Br:7][C:8]([C:9]1[O:14][C:13](=[O:15])[C:12]([CH3:17])([CH3:16])[N:11]=1)([CH3:19])[CH3:18], predict the reactants needed to synthesize it. The reactants are: ClC(OCC)=O.[Br:7][C:8]([CH3:19])([CH3:18])[C:9]([NH:11][C:12]([CH3:17])([CH3:16])[C:13]([OH:15])=[O:14])=O.C(N(CC)CC)C. (3) Given the product [C:36]([N:31]1[CH2:32][CH2:33][C@H:34]([OH:35])[C@@H:29]([NH:28][C:26]([C:22]2[C:18]3[N:19]=[CH:20][N:21]=[C:16]([C:8]4[CH:9]=[C:10]([O:14][CH3:15])[C:11]([F:13])=[CH:12][C:7]=4[O:6][CH2:5][CH:2]4[CH2:4][CH2:3]4)[C:17]=3[NH:24][C:23]=2[CH3:25])=[O:27])[CH2:30]1)(=[O:38])[CH3:37], predict the reactants needed to synthesize it. The reactants are: Cl.[CH:2]1([CH2:5][O:6][C:7]2[CH:12]=[C:11]([F:13])[C:10]([O:14][CH3:15])=[CH:9][C:8]=2[C:16]2[C:17]3[NH:24][C:23]([CH3:25])=[C:22]([C:26]([NH:28][C@@H:29]4[C@@H:34]([OH:35])[CH2:33][CH2:32][NH:31][CH2:30]4)=[O:27])[C:18]=3[N:19]=[CH:20][N:21]=2)[CH2:4][CH2:3]1.[C:36](Cl)(=[O:38])[CH3:37]. (4) Given the product [Br:1][C:2]1([S:19]([C:13]2[CH:18]=[CH:17][CH:16]=[CH:15][CH:14]=2)(=[O:21])=[O:20])[C:6]2=[N:7][CH:8]=[CH:9][N:10]=[C:5]2[NH:4][CH2:3]1, predict the reactants needed to synthesize it. The reactants are: [Br:1][C:2]1[C:6]2=[N:7][CH:8]=[CH:9][N:10]=[C:5]2[NH:4][CH:3]=1.[H-].[Na+].[C:13]1([S:19](Cl)(=[O:21])=[O:20])[CH:18]=[CH:17][CH:16]=[CH:15][CH:14]=1.